Binary Classification. Given two protein amino acid sequences, predict whether they physically interact or not. From a dataset of Human Reference Interactome with 51,813 positive PPI pairs across 8,248 proteins, plus equal number of experimentally-validated negative pairs. (1) Protein 1 (ENSG00000185053) has sequence MTREQYILATQQNNLPRTENAQLYPVGIYGWRKRCLYFFVLLLLVTMIVNLAMTIWILKVMNFTVDSPLVLQSDRNVTVNARNHMGQLTGQLTIGADAVEAQCKRFEVRASEDGRVLFSADEDEITIGAEKLKVTGTEGAVFGHSVETPHIRAEPSQDLRLESPTRSLIMEAPRGVQVSAAAGDFKATCRKELHLQSTEGEIFLNAETIKLGNLPTGSFSSSSPSSSSSRQTVYELCVCPNGKLYLSPAGVGSTCQSSSNICLWS*MDRSTNLDIEELKMTREQYILATQQNNLPRTENA.... Protein 2 (ENSG00000139209) has sequence MDPMELRNVNIEPDDESSSGESAPDSYIGIGNSEKAAMSSQFANEDTESQKFLTNGFLGKKKLADYADEHHPGTTSFGMSSFNLSNAIMGSGILGLSYAMANTGIILFIIMLLAVAILSLYSVHLLLKTAKEGGSLIYEKLGEKAFGWPGKIGAFVSITMQNIGAMSSYLFIIKYELPEVIRAFMGLEENTGEWYLNGNYLIIFVSVGIILPLSLLKNLGYLGYTSGFSLTCMVFFVSVVIYKKFQIPCPLPVLDHSVGNLSFNNTLPMHVVMLPNNSESSDVNFMMDYTHRNPAGLDEN.... Result: 0 (the proteins do not interact). (2) Protein 1 (ENSG00000153561) has sequence MDQCVTVERELEKVLHKFSGYGQLCERGLEELIDYTGGLKHEILQSHGQDAELSGTLSLVLTQCCKRIKDTVQKLASDHKDIHSSVSRVGKAIDKNFDSDISSVGIDGCWQADSQRLLNEVMVEHFFRQGMLDVAEELCQESGLSVDPSQKEPFVELNRILEALKVRVLRPALEWAVSNREMLIAQNSSLEFKLHRLYFISLLMGGTTNQREALQYAKNFQPFALNHQKDIQVLMGSLVYLRQGIENSPYVHLLDANQWADICDIFTRDACALLGLSVESPLSVSFSAGCVALPALINIK.... Protein 2 (ENSG00000074054) has sequence MEPRMESCLAQVLQKDVGKRLQVGQELIDYFSDKQKSADLEHDQTMLDKLVDGLATSWVNSSNYKVVLLGMDILSALVTRLQDRFKAQIGTVLPSLIDRLGDAKDSVREQDQTLLLKIMDQAANPQYVWDRMLGGFKHKNFRTREGICLCLIATLNASGAQTLTLSKIVPHICNLLGDPNSQVRDAAINSLVEIYRHVGERVRADLSKKGLPQSRLNVIFTKFDEVQKSGNMIQSANDKNFDDEDSVDGNRPSSASSTSSKAPPSSRRNVGMGTTRRLGSSTLGSKSSAAKEGAGAVDEE.... Result: 0 (the proteins do not interact). (3) Protein 1 (ENSG00000186493) has sequence MVAPAARVFLRAVRAALTSTVPDLLCLLARGSPRGLASGRLPLAVHSAQHGPGSGAPWLRIARRALRFVLSKHWGDDCYLTNRLWQDLKPPSHVENGQELRLAPPVQWALQVQGNQLQTAVLCLRMAPPEPAGSRQRI*. Protein 2 (ENSG00000124216) has sequence MPRSFLVRKPSDPNRKPNYSELQDSNPEFTFQQPYDQAHLLAAIPPPEILNPTASLPMLIWDSVLAPQAQPIAWASLRLQESPRVAELTSLSDEDSGKGSQPPSPPSPAPSSFSSTSVSSLEAEAYAAFPGLGQVPKQLAQLSEAKDLQARKAFNCKYCNKEYLSLGALKMHIRSHTLPCVCGTCGKAFSRPWLLQGHVRTHTGEKPFSCPHCSRAFADRSNLRAHLQTHSDVKKYQCQACARTFSRMSLLHKHQESGCSGCPR*. Result: 0 (the proteins do not interact). (4) Protein 1 (ENSG00000135750) has sequence MLQSLAGSSCVRLVERHRSAWCFGFLVLGYLLYLVFGAVVFSSVELPYEDLLRQELRKLKRRFLEEHECLSEQQLEQFLGRVLEASNYGVSVLSNASGNWNWDFTSALFFASTVLSTTGYGHTVPLSDGGKAFCIIYSVIGIPFTLLFLTAVVQRITVHVTRRPVLYFHIRWGFSKQVVAIVHAVLLGFVTVSCFFFIPAAVFSVLEDDWNFLESFYFCFISLSTIGLGDYVPGEGYNQKFRELYKIGITCYLLLGLIAMLVVLETFCELHELKKFRKMFYVKKDKDEDQVHIIEHDQLS.... Protein 2 (ENSG00000123064) has sequence MAADKGPAAGPRSRAAMAQWRKKKGLRKRRGAASQARGSDSEDGEFEIQAEDDARARKLGPGRPLPTFPTSECTSDVEPDTREMVRAQNKKKKKSGGFQSMGLSYPVFKGIMKKGYKVPTPIQRKTIPVILDGKDVVAMARTGSGKTACFLLPMFERLKTHSAQTGARALILSPTRELALQTLKFTKELGKFTGLKTALILGGDRMEDQFAALHENPDIIIATPGRLVHVAVEMSLKLQSVEYVVFDEADRLFEMGFAEQLQEIIARLPGGHQTVLFSATLPKLLVEFARAGLTEPVLIR.... Result: 0 (the proteins do not interact). (5) Protein 1 (ENSG00000163492) has sequence RSQVLQTYVAFLKSSEEVEMQFQSLKEFYETEIPQKEQDDAKAKHCSDSAEKQWQLFLKKSFITQDLGLEFLNLINMAKENEILDVKNEVYLMKNTMENQKAEREELSLLRLAWQLKATESKPGKQQWAAFKEQLKKTSHNLKLLQEALMPVSALDLGGSLQFILDLRQKWNDMKPQFQQLNDEVQYIMKESEELTGRGAPVKEKSQQLKDLIHFHQKQKERIQDYEDILYKVVQFHQVKEELGRLIKSRELEFVEQPKELGDAHDVQIHLRCSQEKQARVDHLHRLALSLGVDIISSVQ.... Protein 2 (ENSG00000127452) has sequence MATLVELPDSVLLEIFSYLPVRDRIRISRVCHRWKRLVDDRWLWRHVDLTLYTMRPKVMWHLLRRYMASRLHSLRMGGYLFSGSQAPQLSPALLRALGQKCPNLKRLCLHVADLSMVPITSLPSTLRTLELHSCEISMAWLHKQQDPTVLPLLECIVLDRVPAFRDEHLQGLTRFRALRSLVLGGTYRVTETGLDAGLQELSYLQRLEVLGCTLSADSTLLAISRHLRDVRKIRLTVRGLSAPGLAVLEGMPALESLCLQGPLVTPEMPSPTEILSSCLTMPKLRVLELQGLGWEGQEAE.... Result: 0 (the proteins do not interact). (6) Protein 1 (ENSG00000105963) has sequence MAKERRRAVLELLQRPGNARCADCGAPDPDWASYTLGVFICLSCSGIHRNIPQVSKVKSVRLDAWEEAQVEFMASHGNDAARARFESKVPSFYYRPTPSDCQLLREQWIRAKYERQEFIYPEKQEPYSAGYREGFLWKRGRDNGQFLSRKFVLTEREGALKYFNRNDAKEPKAVMKIEHLNATFQPAKIGHPHGLQVTYLKDNSTRNIFIYHEDGKEIVDWFNALRAARFHYLQVAFPGAGDADLVPKLSRNYLKEGYMEKTGPKQTEGFRKRWFTMDDRRLMYFKDPLDAFARGEVFIG.... Protein 2 (ENSG00000169598) has sequence MLQKPKSVKLRALRSPRKFGVAGRSCQEVLRKGCLRFQLPERGSRLCLYEDGTELTEDYFPSVPDNAELVLLTLGQAWQG*MLQKPKSVKLRALRSPRKFGVAGRSCQEVLRKGCLRFQLPERGSRLCLYEDGTELTEDYFPSVPDNAELVLLTLGQAWQGCEWQGLWRMCLLLDRHLLFVPLVADVSDIRRFLSAFHEPQVGLIQAAQQLLCDEQAPQRQRLLADLLHNVSQNIAAETRAEDPPWFEGLESRFQSKSGYLRYSCESRIRSYLREVSSYPSTVGAEAQEEFLRVLGSMCQ.... Result: 0 (the proteins do not interact).